Predict the reactants needed to synthesize the given product. From a dataset of Full USPTO retrosynthesis dataset with 1.9M reactions from patents (1976-2016). (1) Given the product [ClH:31].[NH2:5][C@@H:9]([CH2:23][CH2:24][C:25]1[CH:26]=[CH:27][CH:28]=[CH:29][CH:30]=1)/[CH:10]=[CH:11]/[C:12]([NH:14][C:15]1[CH:20]=[CH:19][C:18]([O:21][CH3:22])=[CH:17][CH:16]=1)=[O:13], predict the reactants needed to synthesize it. The reactants are: CC([N:5]([C@@H:9]([CH2:23][CH2:24][C:25]1[CH:30]=[CH:29][CH:28]=[CH:27][CH:26]=1)/[CH:10]=[CH:11]/[C:12]([NH:14][C:15]1[CH:20]=[CH:19][C:18]([O:21][CH3:22])=[CH:17][CH:16]=1)=[O:13])C(=O)[O-])(C)C.[ClH:31]. (2) Given the product [P:50](=[O:51])([OH:54])([OH:53])[OH:52].[CH2:1]([O:3][C:4]([C:6]1[CH2:11][C@H:10]([NH2:12])[C@@H:9]([NH:20][C:36](=[O:38])[CH3:37])[C@H:8]([O:23][CH:24]([CH2:25][CH3:26])[CH2:27][CH3:28])[CH:7]=1)=[O:5])[CH3:2], predict the reactants needed to synthesize it. The reactants are: [CH2:1]([O:3][C:4]([C:6]1[CH2:11][C@H:10]([NH:12]C(OC(C)(C)C)=O)[C@@H:9]([N:20]=[N+]=[N-])[C@H:8]([O:23][CH:24]([CH2:27][CH3:28])[CH2:25][CH3:26])[CH:7]=1)=[O:5])[CH3:2].C(N(CC)CC)C.[C:36](OC(=O)C)(=[O:38])[CH3:37].Br.C(O)(=O)C.[OH-].[Na+].[P:50](=[O:54])([OH:53])([OH:52])[OH:51]. (3) The reactants are: Cl[C:2]1[N:3]=[C:4]([N:24]2[CH2:29][CH2:28][O:27][CH2:26][CH2:25]2)[C:5]2[S:10][C:9]([CH2:11][N:12]3[CH2:17][CH2:16][N:15]([CH2:18][C:19]([N:21]([CH3:23])[CH3:22])=[O:20])[CH2:14][CH2:13]3)=[CH:8][C:6]=2[N:7]=1.CC1(C)C(C)(C)OB([C:38]2[CH:39]=[CH:40][C:41]([NH2:44])=[N:42][CH:43]=2)O1. Given the product [NH2:44][C:41]1[N:42]=[CH:43][C:38]([C:2]2[N:3]=[C:4]([N:24]3[CH2:29][CH2:28][O:27][CH2:26][CH2:25]3)[C:5]3[S:10][C:9]([CH2:11][N:12]4[CH2:17][CH2:16][N:15]([CH2:18][C:19]([N:21]([CH3:23])[CH3:22])=[O:20])[CH2:14][CH2:13]4)=[CH:8][C:6]=3[N:7]=2)=[CH:39][CH:40]=1, predict the reactants needed to synthesize it. (4) The reactants are: [NH:1]1[C:9]2[C:4](=[CH:5][C:6]([C:10]([OH:12])=O)=[CH:7][CH:8]=2)[CH:3]=[CH:2]1.CCN=C=NCCCN(C)C.C1C=C2N=NN(O)C2=CC=1.O.[C:35]([O:39][C:40]([N:42]1[CH2:47][CH2:46][NH:45][CH2:44][CH2:43]1)=[O:41])([CH3:38])([CH3:37])[CH3:36]. Given the product [C:35]([O:39][C:40]([N:42]1[CH2:47][CH2:46][N:45]([C:10]([C:6]2[CH:5]=[C:4]3[C:9](=[CH:8][CH:7]=2)[NH:1][CH:2]=[CH:3]3)=[O:12])[CH2:44][CH2:43]1)=[O:41])([CH3:38])([CH3:36])[CH3:37], predict the reactants needed to synthesize it.